Dataset: Reaction yield outcomes from USPTO patents with 853,638 reactions. Task: Predict the reaction yield, written as a fraction of the theoretical maximum amount of product (1.0 means a 100% yield; for example, 0.34 means a 34% yield). (1) The reactants are [Br:1][C:2]1[CH:3]=[CH:4][C:5]([F:19])=[C:6]([C@:8]2([CH:16]([F:18])[F:17])[CH2:14][CH2:13]S[CH2:11][C:10]([NH2:15])=[N:9]2)[CH:7]=1.[S:20]([O-:25])(O[O-])(=O)=[O:21].[K+].[K+]. The catalyst is CO. The product is [Br:1][C:2]1[CH:3]=[CH:4][C:5]([F:19])=[C:6]([C@:8]2([CH:16]([F:17])[F:18])[CH2:14][CH2:13][S:20](=[O:25])(=[O:21])[CH2:11][C:10]([NH2:15])=[N:9]2)[CH:7]=1. The yield is 0.810. (2) The yield is 0.512. The product is [CH3:1][C:2]1[CH:6]=[CH:5][N:4]([C:10]2[CH:11]=[N:12][CH:13]=[CH:14][CH:15]=2)[N:3]=1.[CH3:1][C:2]1[N:3]([C:10]2[CH:11]=[N:12][CH:13]=[CH:14][CH:15]=2)[N:4]=[CH:5][CH:6]=1. The reactants are [CH3:1][C:2]1[CH:6]=[CH:5][NH:4][N:3]=1.[H-].[Na+].F[C:10]1[CH:11]=[N:12][CH:13]=[CH:14][CH:15]=1.O. The catalyst is CN(C)C=O. (3) The reactants are [C:1]1([C:7]([C:9]2[S:13][C:12]([NH2:14])=[N:11][C:10]=2[C:15]2[O:16][CH:17]=[CH:18][CH:19]=2)=[O:8])[CH:6]=[CH:5][CH:4]=[CH:3][CH:2]=1.[OH:20][C:21]([CH3:26])([CH3:25])[C:22](O)=[O:23].CCN=C=NCCCN(C)C.Cl.O.ON1C2C=CC=CC=2N=N1. The catalyst is CN(C=O)C.O. The product is [C:7]([C:9]1[S:13][C:12]([NH:14][C:22](=[O:23])[C:21]([OH:20])([CH3:26])[CH3:25])=[N:11][C:10]=1[C:15]1[O:16][CH:17]=[CH:18][CH:19]=1)(=[O:8])[C:1]1[CH:2]=[CH:3][CH:4]=[CH:5][CH:6]=1. The yield is 0.800. (4) The reactants are [CH2:1]([S:5]([N:8](S(CCCC)(=O)=O)[C:9]1[CH:29]=[CH:28][C:12]2[O:13][C:14]([C:22]3[CH:27]=[CH:26][CH:25]=[CH:24][CH:23]=3)([C:16]3[CH:21]=[CH:20][CH:19]=[CH:18][CH:17]=3)[O:15][C:11]=2[CH:10]=1)(=[O:7])=[O:6])[CH2:2][CH2:3][CH3:4].[F-].C([N+](CCCC)(CCCC)CCCC)CCC.O. The catalyst is O1CCCC1. The product is [C:22]1([C:14]2([C:16]3[CH:17]=[CH:18][CH:19]=[CH:20][CH:21]=3)[O:13][C:12]3[CH:28]=[CH:29][C:9]([NH:8][S:5]([CH2:1][CH2:2][CH2:3][CH3:4])(=[O:6])=[O:7])=[CH:10][C:11]=3[O:15]2)[CH:23]=[CH:24][CH:25]=[CH:26][CH:27]=1. The yield is 0.740. (5) The reactants are [CH3:1][C:2]1[CH:3]=[CH:4][C:5]([C:8](=O)[CH2:9][O:10][C:11]2[CH:16]=[C:15]([CH3:17])[CH:14]=[C:13]([CH3:18])[C:12]=2[CH3:19])=[N:6][CH:7]=1. The catalyst is C(OCC)(=O)C.CCCCCC. The product is [CH3:1][C:2]1[CH:3]=[CH:4][C:5]([C:8]2[C:16]3[C:15]([CH3:17])=[CH:14][C:13]([CH3:18])=[C:12]([CH3:19])[C:11]=3[O:10][CH:9]=2)=[N:6][CH:7]=1. The yield is 0.870. (6) The reactants are [CH2:1]([O:3][C:4]([CH:6]1[CH2:11][NH:10][CH2:9][CH2:8][N:7]1[S:12]([C:15]1[CH:20]=[CH:19][C:18]([O:21][CH2:22][C:23]#[C:24][CH3:25])=[CH:17][CH:16]=1)(=[O:14])=[O:13])=[O:5])[CH3:2].[CH3:26][N:27]([C:31]1[CH:36]=[CH:35][CH:34]=[CH:33][CH:32]=1)[C:28](Cl)=[O:29]. No catalyst specified. The product is [CH2:22]([O:21][C:18]1[CH:19]=[CH:20][C:15]([S:12]([N:7]2[CH2:8][CH2:9][N:10]([C:28]([N:27]([CH3:26])[C:31]3[CH:36]=[CH:35][CH:34]=[CH:33][CH:32]=3)=[O:29])[CH2:11][CH:6]2[C:4]([O:3][CH2:1][CH3:2])=[O:5])(=[O:13])=[O:14])=[CH:16][CH:17]=1)[C:23]#[C:24][CH3:25]. The yield is 0.980. (7) The reactants are Br[C:2]1[CH:3]=[C:4]2[C:9](=[CH:10][CH:11]=1)[N:8]=[C:7]([CH2:12][CH:13]([CH3:15])[CH3:14])[C:6]([C:16]#[N:17])=[C:5]2[C:18]1[CH:23]=[CH:22][C:21]([CH3:24])=[CH:20][CH:19]=1.[CH:25]([CH:27]=[CH2:28])=[O:26].C(N(CC)CC)C.CN(C)C=O. The catalyst is [Cl-].C([N+](CC)(CC)CC)C1C=CC=CC=1.C(OCC)(=O)C.C([O-])(=O)C.[Pd+2].C([O-])(=O)C. The product is [CH2:12]([C:7]1[C:6]([C:16]#[N:17])=[C:5]([C:18]2[CH:23]=[CH:22][C:21]([CH3:24])=[CH:20][CH:19]=2)[C:4]2[C:9](=[CH:10][CH:11]=[C:2](/[CH:28]=[CH:27]/[CH:25]=[O:26])[CH:3]=2)[N:8]=1)[CH:13]([CH3:14])[CH3:15]. The yield is 0.700. (8) The reactants are [S:1]1[C:5]2[CH:6]=[CH:7][CH:8]=[CH:9][C:4]=2[N:3]=[C:2]1[C:10]1[C:14]([CH2:15][CH2:16][CH2:17]Br)=[N:13][NH:12][C:11]=1[NH2:19].[CH3:20][NH2:21]. The catalyst is C1COCC1. The product is [S:1]1[C:5]2[CH:6]=[CH:7][CH:8]=[CH:9][C:4]=2[N:3]=[C:2]1[C:10]1[C:14]([CH2:15][CH2:16][CH2:17][NH:21][CH3:20])=[N:13][NH:12][C:11]=1[NH2:19]. The yield is 0.320. (9) The reactants are [CH2:1]([O:8][C:9]1[C:18]([CH:19]([CH:21]2[CH2:23][CH2:22]2)O)=[C:17]2[C:12]([C:13](=[O:35])[C:14]([CH3:34])=[C:15]([CH:24]3[CH2:29][CH2:28][N:27]([C:30](=[O:33])[CH2:31][CH3:32])[CH2:26][CH2:25]3)[O:16]2)=[CH:11][CH:10]=1)[C:2]1[CH:7]=[CH:6][CH:5]=[CH:4][CH:3]=1.C([SiH](CC)CC)C.FC(F)(F)C(O)=O.C(=O)(O)[O-].[Na+]. The catalyst is ClCCl. The product is [CH2:1]([O:8][C:9]1[C:18]([CH2:19][CH:21]2[CH2:23][CH2:22]2)=[C:17]2[C:12]([C:13](=[O:35])[C:14]([CH3:34])=[C:15]([CH:24]3[CH2:29][CH2:28][N:27]([C:30](=[O:33])[CH2:31][CH3:32])[CH2:26][CH2:25]3)[O:16]2)=[CH:11][CH:10]=1)[C:2]1[CH:3]=[CH:4][CH:5]=[CH:6][CH:7]=1. The yield is 0.640.